From a dataset of TCR-epitope binding with 47,182 pairs between 192 epitopes and 23,139 TCRs. Binary Classification. Given a T-cell receptor sequence (or CDR3 region) and an epitope sequence, predict whether binding occurs between them. (1) Result: 1 (the TCR binds to the epitope). The TCR CDR3 sequence is CASSYSGGRGNEKLFF. The epitope is RQLLFVVEV. (2) Result: 0 (the TCR does not bind to the epitope). The TCR CDR3 sequence is CASSLPTENTDTQYF. The epitope is YLDAYNMMI. (3) The epitope is KLNVGDYFV. The TCR CDR3 sequence is CASSITGYSEQYF. Result: 0 (the TCR does not bind to the epitope). (4) The epitope is LLQTGIHVRVSQPSL. The TCR CDR3 sequence is CASSPPKTRSSGSGANVLTF. Result: 1 (the TCR binds to the epitope).